Dataset: Full USPTO retrosynthesis dataset with 1.9M reactions from patents (1976-2016). Task: Predict the reactants needed to synthesize the given product. Given the product [Br:1][C:2]1[CH:3]=[C:4]([CH:19]=[CH:20][C:21]=1[N:23]1[CH2:27][CH2:26][C@H:25]([OH:28])[CH2:24]1)[C:5]([NH:7][C:8]1[CH:13]=[CH:12][C:11]([O:14][C:15]([F:18])([F:17])[F:16])=[CH:10][CH:9]=1)=[O:6], predict the reactants needed to synthesize it. The reactants are: [Br:1][C:2]1[CH:3]=[C:4]([CH:19]=[CH:20][C:21]=1F)[C:5]([NH:7][C:8]1[CH:13]=[CH:12][C:11]([O:14][C:15]([F:18])([F:17])[F:16])=[CH:10][CH:9]=1)=[O:6].[NH:23]1[CH2:27][CH2:26][C@H:25]([OH:28])[CH2:24]1.